Dataset: Catalyst prediction with 721,799 reactions and 888 catalyst types from USPTO. Task: Predict which catalyst facilitates the given reaction. (1) Reactant: C1COCC1.[Cl:6][C:7]1[CH:12]=[CH:11][C:10]([CH2:13][CH2:14][CH2:15][O:16][CH3:17])=[CH:9][C:8]=1[CH2:18][N:19]([CH:35]1[CH2:37][CH2:36]1)[C:20](=[O:34])/[C:21](/[C:32]#[N:33])=[CH:22]/[C:23]1[CH:31]=[CH:30][CH:29]=[C:28]2[C:24]=1[CH:25]=[CH:26][NH:27]2.[H-].[Na+].[C:40](=O)([O:48][C:49]([CH3:52])([CH3:51])[CH3:50])[O:41]C1C=CC=CC=1. Product: [Cl:6][C:7]1[CH:12]=[CH:11][C:10]([CH2:13][CH2:14][CH2:15][O:16][CH3:17])=[CH:9][C:8]=1[CH2:18][N:19]([CH:35]1[CH2:37][CH2:36]1)[C:20](=[O:34])/[C:21](/[C:32]#[N:33])=[CH:22]/[C:23]1[CH:31]=[CH:30][CH:29]=[C:28]2[C:24]=1[CH:25]=[CH:26][N:27]2[C:40]([O:48][C:49]([CH3:52])([CH3:51])[CH3:50])=[O:41]. The catalyst class is: 28. (2) Reactant: Cl.[CH:2]1([N:5]([CH:19]2[CH2:24][CH2:23][NH:22][CH2:21][CH2:20]2)[C:6](=[O:18])[C:7]2[CH:12]=[CH:11][C:10]([C:13]3[O:17][CH:16]=[N:15][CH:14]=3)=[CH:9][CH:8]=2)[CH2:4][CH2:3]1.Cl[C:26]1[N:31]=[CH:30][C:29]([O:32][CH2:33][CH2:34][CH3:35])=[CH:28][N:27]=1. Product: [CH:2]1([N:5]([CH:19]2[CH2:24][CH2:23][N:22]([C:26]3[N:31]=[CH:30][C:29]([O:32][CH2:33][CH2:34][CH3:35])=[CH:28][N:27]=3)[CH2:21][CH2:20]2)[C:6](=[O:18])[C:7]2[CH:8]=[CH:9][C:10]([C:13]3[O:17][CH:16]=[N:15][CH:14]=3)=[CH:11][CH:12]=2)[CH2:4][CH2:3]1. The catalyst class is: 60.